From a dataset of Catalyst prediction with 721,799 reactions and 888 catalyst types from USPTO. Predict which catalyst facilitates the given reaction. (1) Reactant: IC.[NH:3]1[C:11]2[C:6](=[CH:7][CH:8]=[C:9]([C:12]([OH:14])=[O:13])[CH:10]=2)[CH:5]=[CH:4]1.[C:15](=O)([O-])[O-].[K+].[K+]. Product: [CH3:15][O:13][C:12]([C:9]1[CH:10]=[C:11]2[C:6]([CH:5]=[CH:4][NH:3]2)=[CH:7][CH:8]=1)=[O:14]. The catalyst class is: 3. (2) Reactant: [CH:1]1([N:5]2[C:9]3[CH:10]=[C:11]([CH2:14][OH:15])[CH:12]=[CH:13][C:8]=3[N:7]=[C:6]2[NH:16][C:17](=[O:23])[CH2:18][C:19]([CH3:22])([CH3:21])[CH3:20])[CH2:4][CH2:3][CH2:2]1.C(=O)(O)[O-].[Na+].CC(OI1(OC(C)=O)(OC(C)=O)OC(=O)C2C=CC=CC1=2)=O.S([O-])([O-])(=O)=S.[Na+].[Na+]. Product: [CH:1]1([N:5]2[C:9]3[CH:10]=[C:11]([CH:14]=[O:15])[CH:12]=[CH:13][C:8]=3[N:7]=[C:6]2[NH:16][C:17](=[O:23])[CH2:18][C:19]([CH3:21])([CH3:20])[CH3:22])[CH2:2][CH2:3][CH2:4]1. The catalyst class is: 317. (3) Reactant: C([O:3][C:4]([C:6]1[N:11]=[C:10]2[N:12]([CH2:15][C:16]3[CH:17]=[C:18]4[C:23](=[CH:24][C:25]=3[F:26])[N:22]=[CH:21][CH:20]=[CH:19]4)[N:13]=[N:14][C:9]2=[N:8][CH:7]=1)=[CH2:5])C.Cl. Product: [F:26][C:25]1[CH:24]=[C:23]2[C:18]([CH:19]=[CH:20][CH:21]=[N:22]2)=[CH:17][C:16]=1[CH2:15][N:12]1[C:10]2[C:9](=[N:8][CH:7]=[C:6]([C:4](=[O:3])[CH3:5])[N:11]=2)[N:14]=[N:13]1. The catalyst class is: 15. (4) Reactant: Br[C:2]1[N:3]([CH2:9][O:10][CH2:11][CH2:12][Si:13]([CH3:16])([CH3:15])[CH3:14])[C:4](Br)=[C:5]([Br:7])[N:6]=1.C1(B(O)O)C=CC=CC=1.[C:26]1(C)[CH:31]=[CH:30][CH:29]=[CH:28][CH:27]=1.[CH3:33][O:34][C:35]1[CH:40]=[CH:39][C:38](B(O)O)=[CH:37][CH:36]=1. Product: [Br:7][C:5]1[N:6]=[C:2]([C:26]2[CH:27]=[CH:28][CH:29]=[CH:30][CH:31]=2)[N:3]([CH2:9][O:10][CH2:11][CH2:12][Si:13]([CH3:16])([CH3:15])[CH3:14])[C:4]=1[C:38]1[CH:39]=[CH:40][C:35]([O:34][CH3:33])=[CH:36][CH:37]=1. The catalyst class is: 813. (5) Reactant: Cl.[Cl:2][C:3]1[CH:9]=[CH:8][C:7]([Cl:10])=[CH:6][C:4]=1[NH2:5].[N:11]([O-])=[O:12].[Na+].[O:15]=[C:16]1[O:22][C@H]([C@H](CO)O)C(O)=[C:17]1[OH:18]. Product: [C:17]([OH:12])(=[O:18])[C:16]([OH:22])=[O:15].[Cl:2][C:3]1[CH:9]=[CH:8][C:7]([Cl:10])=[CH:6][C:4]=1[NH:5][NH2:11]. The catalyst class is: 6. (6) Reactant: [N+:1]([C:4]1[CH:5]=[C:6]([S:10](Cl)(=[O:12])=[O:11])[CH:7]=[CH:8][CH:9]=1)([O-:3])=[O:2].[C:14]([N:24]1[CH2:27][CH:26]([C:28]2[CH:33]=[CH:32][C:31]([N:34]3[CH2:38][C@H:37]([CH2:39][OH:40])[O:36][C:35]3=[O:41])=[CH:30][C:29]=2[F:42])[CH2:25]1)([O:16][CH2:17][C:18]1[CH:23]=[CH:22][CH:21]=[CH:20][CH:19]=1)=[O:15].C(N(CC)CC)C.O. Product: [C:14]([N:24]1[CH2:27][CH:26]([C:28]2[CH:33]=[CH:32][C:31]([N:34]3[CH2:38][C@H:37]([CH2:39][O:40][S:10]([C:6]4[CH:7]=[CH:8][CH:9]=[C:4]([N+:1]([O-:3])=[O:2])[CH:5]=4)(=[O:11])=[O:12])[O:36][C:35]3=[O:41])=[CH:30][C:29]=2[F:42])[CH2:25]1)([O:16][CH2:17][C:18]1[CH:23]=[CH:22][CH:21]=[CH:20][CH:19]=1)=[O:15]. The catalyst class is: 2. (7) Reactant: [Br:1]Br.[Cl:3][C:4]1[CH:5]=[CH:6][C:7]([O:10][CH3:11])=[N:8][CH:9]=1.C([O-])(=O)C.[Na+].C(OCC)C. Product: [Br:1][C:6]1[C:7]([O:10][CH3:11])=[N:8][CH:9]=[C:4]([Cl:3])[CH:5]=1. The catalyst class is: 86. (8) Reactant: [CH3:1][N:2]1[C:6]([CH:7]=[O:8])=[CH:5][C:4]([C:9]([F:12])([F:11])[F:10])=[N:3]1.[CH2:13](O)[CH2:14][CH:15]=[CH2:16].[S:18]([OH:22])([CH3:21])(=[O:20])=[O:19].C([O-])([O-])=O.[Na+].[Na+].CCOC(C)=O.O(C(C)C)C(C)C. Product: [CH3:21][S:18]([O:22][CH:14]1[CH2:15][CH2:16][O:8][CH:7]([C:6]2[N:2]([CH3:1])[N:3]=[C:4]([C:9]([F:10])([F:11])[F:12])[CH:5]=2)[CH2:13]1)(=[O:20])=[O:19]. The catalyst class is: 34. (9) Reactant: [Cl-].O[NH3+:3].[C:4](=[O:7])([O-])[OH:5].[Na+].CS(C)=O.[F:13][C:14]1[CH:15]=[C:16]([C:45]2[C:46]([C:51]#[N:52])=[CH:47][CH:48]=[CH:49][CH:50]=2)[CH:17]=[CH:18][C:19]=1[CH2:20][C:21]1[C:22](=[O:44])[N:23]([C@H:33]2[CH2:38][CH2:37][C@H:36]([O:39][CH2:40][CH:41]([OH:43])[CH3:42])[CH2:35][CH2:34]2)[C:24]2[N:25]([N:30]=[CH:31][CH:32]=2)[C:26]=1[CH2:27][CH2:28][CH3:29]. Product: [F:13][C:14]1[CH:15]=[C:16]([C:45]2[CH:50]=[CH:49][CH:48]=[CH:47][C:46]=2[C:51]2[NH:3][C:4](=[O:7])[O:5][N:52]=2)[CH:17]=[CH:18][C:19]=1[CH2:20][C:21]1[C:22](=[O:44])[N:23]([C@H:33]2[CH2:38][CH2:37][C@H:36]([O:39][CH2:40][CH:41]([OH:43])[CH3:42])[CH2:35][CH2:34]2)[C:24]2[N:25]([N:30]=[CH:31][CH:32]=2)[C:26]=1[CH2:27][CH2:28][CH3:29]. The catalyst class is: 13.